From a dataset of Reaction yield outcomes from USPTO patents with 853,638 reactions. Predict the reaction yield, written as a fraction of the theoretical maximum amount of product (1.0 means a 100% yield; for example, 0.34 means a 34% yield). (1) The reactants are C([O:8][C@H:9]1[CH2:13][CH2:12][CH2:11][C@@H:10]1[NH:14][C:15]([C:17]1[N:18]=[C:19]([C:29]2[CH:34]=[CH:33][C:32]([Cl:35])=[CH:31][C:30]=2[Cl:36])[N:20]([C:22]2[CH:27]=[CH:26][C:25]([Cl:28])=[CH:24][CH:23]=2)[CH:21]=1)=[O:16])C1C=CC=CC=1.[Si](I)(C)(C)C.O. The catalyst is C(Cl)Cl. The product is [Cl:28][C:25]1[CH:26]=[CH:27][C:22]([N:20]2[CH:21]=[C:17]([C:15]([NH:14][C@H:10]3[CH2:11][CH2:12][CH2:13][C@@H:9]3[OH:8])=[O:16])[N:18]=[C:19]2[C:29]2[CH:34]=[CH:33][C:32]([Cl:35])=[CH:31][C:30]=2[Cl:36])=[CH:23][CH:24]=1. The yield is 0.820. (2) The reactants are Cl[C:2]1[C:3]([C:8]#[N:9])=[N:4][CH:5]=[CH:6][N:7]=1.C(=O)([O-])[O-].[Na+].[Na+].[CH2:16]([O:18][C:19](=[O:22])[CH2:20][SH:21])[CH3:17]. The catalyst is C(O)C. The product is [NH2:9][C:8]1[C:3]2[C:2](=[N:7][CH:6]=[CH:5][N:4]=2)[S:21][C:20]=1[C:19]([O:18][CH2:16][CH3:17])=[O:22]. The yield is 0.685. (3) The reactants are I(O)(O)(O)(O)(O)=[O:2].[OH:8][C@@H:9]1[C@H:25]2[C@@H:16]([CH2:17][CH2:18][C:19]3[C@:24]2([CH3:26])[CH2:23][CH2:22][C:21](=[O:27])[CH:20]=3)[C@H:15]2[C@@:11]([CH3:33])([C@@:12]([OH:32])([C:28](=[O:31])CO)[CH2:13][CH2:14]2)[CH2:10]1. The catalyst is O.C1COCC1.[OH-].[Na+]. The product is [OH:8][C@@H:9]1[C@H:25]2[C@@H:16]([CH2:17][CH2:18][C:19]3[C@:24]2([CH3:26])[CH2:23][CH2:22][C:21](=[O:27])[CH:20]=3)[C@H:15]2[C@@:11]([CH3:33])([C@@:12]([OH:32])([C:28]([OH:2])=[O:31])[CH2:13][CH2:14]2)[CH2:10]1. The yield is 0.950. (4) The reactants are [CH3:1][O:2][C:3]1[CH:4]=[CH:5][C:6]2[CH2:12][C:11](=[O:13])[CH2:10][CH2:9][CH2:8][C:7]=2[CH:14]=1.[Li+].C[Si]([N-][Si](C)(C)C)(C)C.[CH:25](=O)[CH3:26]. The catalyst is C1COCC1. The product is [CH:25](=[C:12]1/[C:11](=[O:13])[CH2:10][CH2:9][CH2:8][C:7]2[CH:14]=[C:3]([O:2][CH3:1])[CH:4]=[CH:5][C:6]/1=2)\[CH3:26]. The yield is 0.660. (5) The reactants are [Br:1][C:2]1[CH:3]=[C:4]([F:14])[C:5]([C:8]([NH:10][C:11](=[O:13])[CH3:12])=[CH2:9])=[N:6][CH:7]=1. The catalyst is CO. The product is [Br:1][C:2]1[CH:3]=[C:4]([F:14])[C:5]([C@H:8]([NH:10][C:11](=[O:13])[CH3:12])[CH3:9])=[N:6][CH:7]=1. The yield is 0.830. (6) The reactants are [C:1]([O:5][C:6](=[O:23])[NH:7][C:8]1[CH:13]=[CH:12][C:11]([CH:14]([CH2:19][N:20]=[N+]=[N-])[CH2:15][N:16]=[N+]=[N-])=[CH:10][CH:9]=1)([CH3:4])([CH3:3])[CH3:2]. The catalyst is [Pd]. The product is [C:1]([O:5][C:6](=[O:23])[NH:7][C:8]1[CH:13]=[CH:12][C:11]([CH:14]([CH2:15][NH2:16])[CH2:19][NH2:20])=[CH:10][CH:9]=1)([CH3:4])([CH3:2])[CH3:3]. The yield is 0.640. (7) The reactants are Br.[F:2][CH2:3][C:4]([C:6]1[CH:11]=[CH:10]N=[C:8](Br)[CH:7]=1)=O.[CH3:13][C:14]1[CH:15]=[C:16]([NH:20][C:21]([NH2:23])=[S:22])[CH:17]=[CH:18][CH:19]=1.[NH3:24]. The catalyst is CCO.O. The product is [F:2][C:3]1[CH:4]=[C:6]([C:11]2[N:23]=[C:21]([NH:20][C:16]3[CH:17]=[CH:18][CH:19]=[C:14]([CH3:13])[CH:15]=3)[S:22][CH:10]=2)[CH:7]=[CH:8][N:24]=1. The yield is 0.0300. (8) The reactants are [NH:1]1[CH2:9][CH2:8][CH:4]([C:5]([OH:7])=[O:6])[CH2:3][CH2:2]1.C(=O)([O-])[O-].[K+].[K+].[C:16]([O:20][C:21](O[C:21]([O:20][C:16]([CH3:19])([CH3:18])[CH3:17])=[O:22])=[O:22])([CH3:19])([CH3:18])[CH3:17]. The catalyst is O.C1COCC1. The product is [C:16]([O:20][C:21]([N:1]1[CH2:9][CH2:8][CH:4]([C:5]([OH:7])=[O:6])[CH2:3][CH2:2]1)=[O:22])([CH3:19])([CH3:18])[CH3:17]. The yield is 0.750. (9) The reactants are [Br:1][C:2]1[CH:9]=[CH:8][C:5]([CH:6]=[O:7])=[C:4]([F:10])[CH:3]=1.C[Si]([C:15]([F:18])([F:17])[F:16])(C)C.[F-].C([N+](CCCC)(CCCC)CCCC)CCC. The catalyst is O1CCCC1. The product is [Br:1][C:2]1[CH:9]=[CH:8][C:5]([CH:6]([OH:7])[C:15]([F:18])([F:17])[F:16])=[C:4]([F:10])[CH:3]=1. The yield is 0.750.